From a dataset of Full USPTO retrosynthesis dataset with 1.9M reactions from patents (1976-2016). Predict the reactants needed to synthesize the given product. (1) Given the product [NH2:11][C:8]1[CH:9]=[C:10]2[C:5](=[CH:6][C:7]=1[N+:15]([O-:17])=[O:16])[N:4]([CH2:21]/[CH:22]=[CH:23]\[CH2:24][CH3:25])[C:3](=[O:18])[C:2]2([CH3:1])[CH3:19], predict the reactants needed to synthesize it. The reactants are: [CH3:1][C:2]1([CH3:19])[C:10]2[C:5](=[CH:6][C:7]([N+:15]([O-:17])=[O:16])=[C:8]([NH:11]C(=O)C)[CH:9]=2)[NH:4][C:3]1=[O:18].Br[CH2:21]/[CH:22]=[CH:23]\[CH2:24][CH3:25].CC([O-])(C)C.[K+].C1CCN2C(=NCCC2)CC1. (2) Given the product [Br:20][C:29]1[CH:34]=[CH:33][N:32]=[C:31]([S:35][CH2:36][C:37]([O:39][CH2:40][CH3:41])=[O:38])[N:30]=1, predict the reactants needed to synthesize it. The reactants are: C1(P(C2C=CC=CC=2)C2C=CC=CC=2)C=CC=CC=1.[Br:20]N1C(=O)CCC1=O.O[C:29]1[CH:34]=[CH:33][N:32]=[C:31]([S:35][CH2:36][C:37]([O:39][CH2:40][CH3:41])=[O:38])[N:30]=1.O. (3) Given the product [ClH:20].[OH:17][C:14]1[CH:15]=[CH:16][C:11]([CH2:10][C@@H:9]2[CH2:18][S:7][C:6]([NH2:5])=[N:8]2)=[CH:12][CH:13]=1, predict the reactants needed to synthesize it. The reactants are: C([NH:5][C:6]([NH:8][C@@H:9]([CH2:18]O)[CH2:10][C:11]1[CH:16]=[CH:15][C:14]([OH:17])=[CH:13][CH:12]=1)=[S:7])(C)(C)C.[ClH:20].